From a dataset of Reaction yield outcomes from USPTO patents with 853,638 reactions. Predict the reaction yield, written as a fraction of the theoretical maximum amount of product (1.0 means a 100% yield; for example, 0.34 means a 34% yield). (1) The reactants are C1(P(C2CCCCC2)C2C=CC=CC=2C2C=CC=CC=2)CCCCC1.[B:35]1([B:35]2[O:39][C:38]([CH3:41])([CH3:40])[C:37]([CH3:43])([CH3:42])[O:36]2)[O:39][C:38]([CH3:41])([CH3:40])[C:37]([CH3:43])([CH3:42])[O:36]1.[K+].C([O-])(=O)C.Cl[C:50]1[CH:55]=[CH:54][N:53]=[C:52]2[NH:56][CH:57]=[CH:58][C:51]=12. The catalyst is O1CCOCC1.C1C=CC(/C=C/C(/C=C/C2C=CC=CC=2)=O)=CC=1.C1C=CC(/C=C/C(/C=C/C2C=CC=CC=2)=O)=CC=1.C1C=CC(/C=C/C(/C=C/C2C=CC=CC=2)=O)=CC=1.[Pd].[Pd]. The product is [CH3:41][C:38]1([CH3:40])[C:37]([CH3:42])([CH3:43])[O:36][B:35]([C:50]2[CH:55]=[CH:54][N:53]=[C:52]3[NH:56][CH:57]=[CH:58][C:51]=23)[O:39]1. The yield is 0.480. (2) The reactants are [NH2:1][C:2]1[CH:3]=[C:4]([CH:8]=[C:9]([CH3:11])[CH:10]=1)[C:5]([NH2:7])=[O:6].[CH3:12][O:13][C:14]1[CH:15]=[C:16](B(O)O)[CH:17]=[CH:18][C:19]=1[O:20][CH3:21].O.[C:26]([OH:30])(=[O:29])[CH:27]=O. The catalyst is C(#N)C.CN(C=O)C. The product is [C:5]([C:4]1[CH:3]=[C:2]([NH:1][CH:27]([C:16]2[CH:17]=[CH:18][C:19]([O:20][CH3:21])=[C:14]([O:13][CH3:12])[CH:15]=2)[C:26]([OH:30])=[O:29])[CH:10]=[C:9]([CH3:11])[CH:8]=1)(=[O:6])[NH2:7]. The yield is 0.440.